Dataset: Reaction yield outcomes from USPTO patents with 853,638 reactions. Task: Predict the reaction yield, written as a fraction of the theoretical maximum amount of product (1.0 means a 100% yield; for example, 0.34 means a 34% yield). (1) The reactants are Cl[C:2]1[N:7]=[C:6]([Cl:8])[N:5]=[CH:4][N:3]=1.CN(C=O)C.C(N(C(C)C)C(C)C)C.[NH2:23][C:24]1[CH:25]=[C:26]([CH:31]=[CH:32][CH:33]=1)[C:27]([NH:29][CH3:30])=[O:28]. The catalyst is O. The product is [Cl:8][C:6]1[N:5]=[CH:4][N:3]=[C:2]([NH:23][C:24]2[CH:25]=[C:26]([CH:31]=[CH:32][CH:33]=2)[C:27]([NH:29][CH3:30])=[O:28])[N:7]=1. The yield is 0.200. (2) The product is [Br:1][C:2]1[CH:3]=[C:4]([C:8]2([C:20]3[CH:25]=[CH:24][CH:23]=[C:22]([Br:26])[CH:21]=3)[CH2:9][NH:10][CH2:11]2)[CH:5]=[CH:6][CH:7]=1. The reactants are [Br:1][C:2]1[CH:3]=[C:4]([C:8]2([C:20]3[CH:25]=[CH:24][CH:23]=[C:22]([Br:26])[CH:21]=3)[CH2:11][N:10](P(=O)(OCC)OCC)[CH2:9]2)[CH:5]=[CH:6][CH:7]=1.C(O)(C(F)(F)F)=O. The catalyst is ClCCl. The yield is 0.850. (3) The reactants are Br[C:2]1[CH:7]=[CH:6][C:5]([CH3:8])=[CH:4][C:3]=1[C:9]([OH:14])([CH2:12][CH3:13])[CH2:10][CH3:11].[Li]CCCC.[B:20](OC)(OC)[O:21]C.CC(=O)OCC. The catalyst is C1COCC1. The product is [CH2:10]([C:9]1([CH2:12][CH3:13])[O:14][B:20]([OH:21])[C:2]2[CH:7]=[CH:6][C:5]([CH3:8])=[CH:4][C:3]1=2)[CH3:11]. The yield is 0.389. (4) The reactants are [Cl:1][C:2]1[C:7]([F:8])=[CH:6][CH:5]=[C:4]([Cl:9])[C:3]=1[CH:10]([O:12][C:13]1[C:14]([NH2:32])=[N:15][CH:16]=[C:17]([C:19]2[CH:20]=[N:21][N:22]([CH2:24][CH:25]3[CH2:29][O:28]C(C)(C)[O:26]3)[CH:23]=2)[CH:18]=1)[CH3:11].C(O)(C(F)(F)F)=O. The catalyst is C1COCC1.O. The product is [NH2:32][C:14]1[N:15]=[CH:16][C:17]([C:19]2[CH:20]=[N:21][N:22]([CH2:24][CH:25]([OH:26])[CH2:29][OH:28])[CH:23]=2)=[CH:18][C:13]=1[O:12][CH:10]([C:3]1[C:4]([Cl:9])=[CH:5][CH:6]=[C:7]([F:8])[C:2]=1[Cl:1])[CH3:11]. The yield is 0.742. (5) The reactants are C[O:2][C:3](=[O:30])[C:4]1[CH:9]=[C:8]([N+:10]([O-:12])=[O:11])[CH:7]=[CH:6][C:5]=1[NH:13][C:14]1[CH:19]=[CH:18][C:17]([CH2:20][CH2:21][C:22]2[CH:27]=[CH:26][C:25]([Cl:28])=[C:24]([Cl:29])[CH:23]=2)=[CH:16][CH:15]=1.[OH-].[Na+]. The catalyst is CCO.C1COCC1. The product is [Cl:29][C:24]1[CH:23]=[C:22]([CH2:21][CH2:20][C:17]2[CH:18]=[CH:19][C:14]([NH:13][C:5]3[CH:6]=[CH:7][C:8]([N+:10]([O-:12])=[O:11])=[CH:9][C:4]=3[C:3]([OH:30])=[O:2])=[CH:15][CH:16]=2)[CH:27]=[CH:26][C:25]=1[Cl:28]. The yield is 1.00.